Task: Predict the reaction yield, written as a fraction of the theoretical maximum amount of product (1.0 means a 100% yield; for example, 0.34 means a 34% yield).. Dataset: Reaction yield outcomes from USPTO patents with 853,638 reactions (1) The reactants are C1COCC1.[CH2:6]([O:8][C:9]1[CH:14]=[CH:13][C:12]([C:15]2[CH:20]=[CH:19][C:18]([CH2:21][C:22]([OH:24])=[O:23])=[C:17]([F:25])[C:16]=2[F:26])=[C:11]([F:27])[C:10]=1[F:28])[CH3:7].C([Li])CCC.[CH2:34]([C@H:37]1[CH2:42][CH2:41][C@H:40]([CH:43]2[CH2:46][CH2:45]O2)[CH2:39][CH2:38]1)[CH2:35][CH3:36]. The catalyst is C(O)=O. The product is [CH2:6]([O:8][C:9]1[CH:14]=[CH:13][C:12]([C:15]2[CH:20]=[CH:19][C:18]([CH:21]3[CH2:36][CH2:35][CH:34]([CH:37]4[CH2:38][CH2:39][CH:40]([CH2:43][CH2:46][CH3:45])[CH2:41][CH2:42]4)[O:23][C:22]3=[O:24])=[C:17]([F:25])[C:16]=2[F:26])=[C:11]([F:27])[C:10]=1[F:28])[CH3:7]. The yield is 0.861. (2) The reactants are [C:1]1([CH3:35])[CH:6]=[CH:5][CH:4]=[CH:3][C:2]=1[NH:7][C:8]([NH:10]/[N:11]=[CH:12]/[C:13]1[CH:18]=[CH:17][C:16]([C:19]2[N:23]=[CH:22][N:21]([C:24]3[CH:29]=[CH:28][C:27]([O:30][C:31]([F:34])([F:33])[F:32])=[CH:26][CH:25]=3)[N:20]=2)=[CH:15][CH:14]=1)=[S:9].[CH2:36](N(CC)CC)C.Cl[CH2:44][C:45](=O)[CH3:46].O. The catalyst is CC(=O)CC. The product is [CH3:35][C:1]1[CH:6]=[CH:5][CH:4]=[C:3]([CH3:36])[C:2]=1[N:7]1[C:45]([CH3:46])=[CH:44][S:9]/[C:8]/1=[N:10]/[N:11]=[CH:12]\[C:13]1[CH:14]=[CH:15][C:16]([C:19]2[N:23]=[CH:22][N:21]([C:24]3[CH:29]=[CH:28][C:27]([O:30][C:31]([F:32])([F:33])[F:34])=[CH:26][CH:25]=3)[N:20]=2)=[CH:17][CH:18]=1. The yield is 0.830.